From a dataset of CYP3A4 inhibition data for predicting drug metabolism from PubChem BioAssay. Regression/Classification. Given a drug SMILES string, predict its absorption, distribution, metabolism, or excretion properties. Task type varies by dataset: regression for continuous measurements (e.g., permeability, clearance, half-life) or binary classification for categorical outcomes (e.g., BBB penetration, CYP inhibition). Dataset: cyp3a4_veith. The molecule is CC(C)C(NC(=O)C1CCCCC1)C(=O)NC1CCN(Cc2ccccc2)CC1. The result is 0 (non-inhibitor).